Dataset: Forward reaction prediction with 1.9M reactions from USPTO patents (1976-2016). Task: Predict the product of the given reaction. (1) Given the reactants [F:1][C:2]1[CH:7]=[C:6]([F:8])[CH:5]=[CH:4][C:3]=1[C:9]1[N:10]=[N:11][N:12]([CH:14]2[CH2:18][NH:17][CH:16]([C:19]([N:21]3[CH2:26][CH2:25][N:24]([C:27]4[CH:34]=[CH:33][CH:32]=[CH:31][C:28]=4[C:29]#[N:30])[CH2:23][CH2:22]3)=[O:20])[CH2:15]2)[N:13]=1.[F:35][C:36]1[CH:43]=[CH:42][CH:41]=[CH:40][C:37]=1[CH:38]=O, predict the reaction product. The product is: [F:1][C:2]1[CH:7]=[C:6]([F:8])[CH:5]=[CH:4][C:3]=1[C:9]1[N:10]=[N:11][N:12]([C@@H:14]2[CH2:18][N:17]([CH2:38][C:37]3[CH:40]=[CH:41][CH:42]=[CH:43][C:36]=3[F:35])[C@H:16]([C:19]([N:21]3[CH2:22][CH2:23][N:24]([C:27]4[CH:34]=[CH:33][CH:32]=[CH:31][C:28]=4[C:29]#[N:30])[CH2:25][CH2:26]3)=[O:20])[CH2:15]2)[N:13]=1. (2) Given the reactants Br[CH2:2][C:3]1[CH:8]=[CH:7][C:6]([CH:9]2[N:12]([C:13]3[CH:18]=[CH:17][C:16]([F:19])=[CH:15][CH:14]=3)[C:11](=[O:20])[CH:10]2[CH2:21][CH2:22][CH:23]([O:31][Si](C(C)(C)C)(C)C)[C:24]2[CH:29]=[CH:28][C:27]([F:30])=[CH:26][CH:25]=2)=[C:5]([OH:39])[CH:4]=1.[NH:40]1[CH2:45][CH2:44][NH:43][CH2:42][CH2:41]1, predict the reaction product. The product is: [F:19][C:16]1[CH:17]=[CH:18][C:13]([N:12]2[CH:9]([C:6]3[CH:7]=[CH:8][C:3]([CH2:2][N:40]4[CH2:45][CH2:44][NH:43][CH2:42][CH2:41]4)=[CH:4][C:5]=3[OH:39])[CH:10]([CH2:21][CH2:22][CH:23]([C:24]3[CH:25]=[CH:26][C:27]([F:30])=[CH:28][CH:29]=3)[OH:31])[C:11]2=[O:20])=[CH:14][CH:15]=1. (3) The product is: [Cl:45][C:46]1[N:51]=[CH:50][C:49]([S:52]([N:25]2[CH2:26][CH2:27][N:22]([C:19]3[CH:20]=[CH:21][C:16]([C:10]([OH:15])([C:9]([F:8])([F:36])[F:37])[C:11]([F:14])([F:13])[F:12])=[CH:17][CH:18]=3)[C@@H:23]([CH2:28][N:29]3[CH2:34][CH2:33][O:32][CH2:31][C@H:30]3[CH3:35])[CH2:24]2)(=[O:54])=[O:53])=[CH:48][CH:47]=1. Given the reactants FC(F)(F)C(O)=O.[F:8][C:9]([F:37])([F:36])[C:10]([C:16]1[CH:21]=[CH:20][C:19]([N:22]2[CH2:27][CH2:26][NH:25][CH2:24][C@@H:23]2[CH2:28][N:29]2[CH2:34][CH2:33][O:32][CH2:31][C@@H:30]2[CH3:35])=[CH:18][CH:17]=1)([OH:15])[C:11]([F:14])([F:13])[F:12].C(N(CC)CC)C.[Cl:45][C:46]1[N:51]=[CH:50][C:49]([S:52](Cl)(=[O:54])=[O:53])=[CH:48][CH:47]=1, predict the reaction product. (4) Given the reactants Br[C:2]1[CH:7]=[CH:6][C:5]([C:8]([N:10]2[CH2:15][CH2:14][N:13]([C:16]3[CH:21]=[CH:20][C:19]([CH3:22])=[CH:18][C:17]=3[CH3:23])[CH2:12][CH2:11]2)=[O:9])=[C:4]([CH3:24])[CH:3]=1.[NH:25]1[CH2:29][CH2:28][CH2:27][C:26]1=[O:30], predict the reaction product. The product is: [CH3:23][C:17]1[CH:18]=[C:19]([CH3:22])[CH:20]=[CH:21][C:16]=1[N:13]1[CH2:14][CH2:15][N:10]([C:8]([C:5]2[CH:6]=[CH:7][C:2]([N:25]3[CH2:29][CH2:28][CH2:27][C:26]3=[O:30])=[CH:3][C:4]=2[CH3:24])=[O:9])[CH2:11][CH2:12]1. (5) Given the reactants [F:1][C:2]1[CH:3]=[C:4](B(O)O)[CH:5]=[C:6]([F:10])[C:7]=1[CH:8]=[O:9].Cl[C:15]1[N:20]=[C:19]([NH2:21])[N:18]=[C:17]([NH:22][CH2:23][CH3:24])[CH:16]=1, predict the reaction product. The product is: [NH2:21][C:19]1[N:20]=[C:15]([C:4]2[CH:3]=[C:2]([F:1])[C:7]([CH:8]=[O:9])=[C:6]([F:10])[CH:5]=2)[CH:16]=[C:17]([NH:22][CH2:23][CH3:24])[N:18]=1. (6) The product is: [CH2:16]([N:19]([CH2:20][CH:21]=[CH2:22])[C:14]1[N:7]=[C:8]([N:19]([CH2:20][CH:21]=[CH2:22])[CH2:16][CH:17]=[CH2:18])[N:10]=[C:11]([Cl:12])[N:13]=1)[CH:17]=[CH2:18]. Given the reactants C(=O)([O-])[O-].[Na+].[Na+].[N:7]1[C:14](Cl)=[N:13][C:11]([Cl:12])=[N:10][C:8]=1Cl.[CH2:16]([NH:19][CH2:20][CH:21]=[CH2:22])[CH:17]=[CH2:18].[OH-].[Na+], predict the reaction product. (7) Given the reactants [NH2:1][C:2]1[CH:3]=[CH:4][CH:5]=[C:6]2[C:11]=1[CH:10]=[C:9](O)[CH:8]=[CH:7]2.[CH3:13][NH2:14], predict the reaction product. The product is: [NH2:1][C:2]1[CH:3]=[CH:4][CH:5]=[C:6]2[C:11]=1[CH:10]=[C:9]([NH:14][CH3:13])[CH:8]=[CH:7]2. (8) The product is: [NH:14]1[CH2:13][CH2:12][C:11]2([C:2]3[N:1]=[CH:28][NH:30][C:3]=3[C:4]3[CH:5]=[CH:6][CH:7]=[CH:8][C:9]=3[O:10]2)[CH2:16][CH2:15]1. Given the reactants [NH2:1][CH:2]1[C:11]2([CH2:16][CH2:15][N:14](C(OCC3C=CC=CC=3)=O)[CH2:13][CH2:12]2)[O:10][C:9]2[C:4](=[CH:5][CH:6]=[CH:7][CH:8]=2)[C:3]1=O.[CH:28]([NH2:30])=O.[OH-].[Na+].[H][H], predict the reaction product.